Dataset: Full USPTO retrosynthesis dataset with 1.9M reactions from patents (1976-2016). Task: Predict the reactants needed to synthesize the given product. (1) Given the product [F:8][C:4]1[CH:5]=[CH:6][CH:7]=[C:2]([F:1])[C:3]=1[NH:9][C:10]([C@H:12]1[N:20]([C:21](=[O:43])[C@@H:22]([NH:29][C:30](=[O:42])[C@@H:31]([NH:33][CH3:34])[CH3:32])[CH:23]2[CH2:24][CH2:25][O:26][CH2:27][CH2:28]2)[C:15]2=[N:16][CH:17]=[CH:18][CH:19]=[C:14]2[CH2:13]1)=[O:11], predict the reactants needed to synthesize it. The reactants are: [F:1][C:2]1[CH:7]=[CH:6][CH:5]=[C:4]([F:8])[C:3]=1[NH:9][C:10]([CH:12]1[N:20]([C:21](=[O:43])[C@@H:22]([NH:29][C:30](=[O:42])[C@@H:31]([N:33](C)[C:34](=O)OC(C)(C)C)[CH3:32])[CH:23]2[CH2:28][CH2:27][O:26][CH2:25][CH2:24]2)[C:15]2=[N:16][CH:17]=[CH:18][CH:19]=[C:14]2[CH2:13]1)=[O:11].C(O)(C(F)(F)F)=O. (2) Given the product [N:4]1([CH2:1][CH2:3][NH:15][CH:14]([CH3:16])[C:13]([O:12][CH3:11])=[O:17])[CH2:5][CH2:7][CH2:9][CH2:8]1, predict the reactants needed to synthesize it. The reactants are: [CH:1]([N:4]([CH2:8][CH3:9])[CH:5]([CH3:7])C)([CH3:3])C.Cl.[CH3:11][O:12][C:13](=[O:17])[CH:14]([CH3:16])[NH2:15].Cl.ClCCN1CCCC1.[I-].[K+].